From a dataset of Reaction yield outcomes from USPTO patents with 853,638 reactions. Predict the reaction yield, written as a fraction of the theoretical maximum amount of product (1.0 means a 100% yield; for example, 0.34 means a 34% yield). (1) The reactants are C(O)(=O)C.[C:5]([O:9][C:10]([N:12]1[CH2:24][CH2:23][C:15]2([N:19]=[C:18](SC)[NH:17][C:16]2=[O:22])[CH2:14][CH2:13]1)=[O:11])([CH3:8])([CH3:7])[CH3:6].[F:25][C:26]([F:35])([F:34])[C:27]1[CH:28]=[C:29]([CH:31]=[CH:32][CH:33]=1)[NH2:30].C(=O)(O)[O-].[Na+]. The catalyst is CC(N(C)C)=O. The product is [C:5]([O:9][C:10]([N:12]1[CH2:24][CH2:23][C:15]2([N:19]=[C:18]([NH:30][C:29]3[CH:31]=[CH:32][CH:33]=[C:27]([C:26]([F:25])([F:34])[F:35])[CH:28]=3)[NH:17][C:16]2=[O:22])[CH2:14][CH2:13]1)=[O:11])([CH3:8])([CH3:7])[CH3:6]. The yield is 0.510. (2) The reactants are C[O:2][C:3]([C:5]1[N:6]=[C:7]([CH2:10][C:11]2[CH:16]=[CH:15][C:14]([O:17][CH3:18])=[CH:13][CH:12]=2)[O:8][CH:9]=1)=[O:4].CO.[OH-].[Na+].Cl. The catalyst is O. The product is [CH3:18][O:17][C:14]1[CH:13]=[CH:12][C:11]([CH2:10][C:7]2[O:8][CH:9]=[C:5]([C:3]([OH:4])=[O:2])[N:6]=2)=[CH:16][CH:15]=1. The yield is 0.660. (3) The reactants are O=[C:2]1[C:11]2[C:10]([C:12](OCC)=O)=[CH:9][CH:8]=[CH:7][C:6]=2[NH:5][CH:4]([C:17]2[CH:22]=[CH:21][N:20]=[CH:19][CH:18]=2)[CH:3]1[C:23]1[CH:28]=[CH:27][CH:26]=[CH:25][CH:24]=1.[OH2:29].[NH2:30][NH2:31]. The catalyst is CO. The product is [C:23]1([CH:3]2[C:2]3=[N:30][NH:31][C:12](=[O:29])[C:10]4[CH:9]=[CH:8][CH:7]=[C:6]([C:11]=43)[NH:5][CH:4]2[C:17]2[CH:22]=[CH:21][N:20]=[CH:19][CH:18]=2)[CH:28]=[CH:27][CH:26]=[CH:25][CH:24]=1. The yield is 0.480. (4) The reactants are Cl[C:2]1[N:7]=[C:6]([NH:8][CH:9]2[CH2:13][CH2:12][CH2:11][CH2:10]2)[C:5]([N+:14]([O-:16])=[O:15])=[CH:4][N:3]=1.[NH2:17][C@H:18]1[CH2:23][CH2:22][C@H:21]([OH:24])[CH2:20][CH2:19]1.C(N(CC)C(C)C)(C)C. The catalyst is CN(C=O)C. The product is [CH:9]1([NH:8][C:6]2[C:5]([N+:14]([O-:16])=[O:15])=[CH:4][N:3]=[C:2]([NH:17][C@H:18]3[CH2:23][CH2:22][C@H:21]([OH:24])[CH2:20][CH2:19]3)[N:7]=2)[CH2:13][CH2:12][CH2:11][CH2:10]1. The yield is 0.880.